From a dataset of Forward reaction prediction with 1.9M reactions from USPTO patents (1976-2016). Predict the product of the given reaction. (1) Given the reactants [CH:1]([O:4][C:5](=[O:23])[N:6]([C@H:8]1[CH2:12][CH2:11][N:10]([C:13]2[CH:14]=[CH:15][C:16]3[N:17]([C:19](Br)=[CH:20][N:21]=3)[N:18]=2)[CH2:9]1)[CH3:7])([CH3:3])[CH3:2].[CH3:24][O:25][C:26]1[C:31](B(O)O)=[CH:30][CH:29]=[CH:28][N:27]=1.C([O-])([O-])=O.[K+].[K+], predict the reaction product. The product is: [CH:1]([O:4][C:5](=[O:23])[N:6]([C@H:8]1[CH2:12][CH2:11][N:10]([C:13]2[CH:14]=[CH:15][C:16]3[N:17]([C:19]([C:31]4[C:26]([O:25][CH3:24])=[N:27][CH:28]=[CH:29][CH:30]=4)=[CH:20][N:21]=3)[N:18]=2)[CH2:9]1)[CH3:7])([CH3:3])[CH3:2]. (2) Given the reactants [Cl:1][C:2]1[CH:7]=[C:6]([Cl:8])[CH:5]=[CH:4][C:3]=1[C:9]1[C:27](=[O:28])[N:26]([CH3:29])[C:12]2[N:13]([CH3:25])[C:14]3[C:19]([C:11]=2[CH:10]=1)=[CH:18][C:17]([C:20]1[NH:24][N:23]=[CH:22][CH:21]=1)=[CH:16][CH:15]=3.[CH3:30][O:31][CH2:32]Br, predict the reaction product. The product is: [Cl:1][C:2]1[CH:7]=[C:6]([Cl:8])[CH:5]=[CH:4][C:3]=1[C:9]1[C:27](=[O:28])[N:26]([CH3:29])[C:12]2[N:13]([CH3:25])[C:14]3[C:19]([C:11]=2[CH:10]=1)=[CH:18][C:17]([C:20]1[CH:21]=[CH:22][N:23]([CH2:30][O:31][CH3:32])[N:24]=1)=[CH:16][CH:15]=3. (3) Given the reactants [C:1]1([CH2:7][CH2:8][CH2:9][C:10]2[N:11]=[C:12]([C:15]([OH:17])=O)[NH:13][CH:14]=2)[CH:6]=[CH:5][CH:4]=[CH:3][CH:2]=1.Br.[CH3:19][O:20][C:21]([C@@H:23]1[CH2:31][C:26]2([S:30][CH2:29][CH2:28][S:27]2)[CH2:25][NH:24]1)=[O:22], predict the reaction product. The product is: [CH3:19][O:20][C:21]([C@@H:23]1[CH2:31][C:26]2([S:27][CH2:28][CH2:29][S:30]2)[CH2:25][N:24]1[C:15]([C:12]1[NH:11][C:10]([CH2:9][CH2:8][CH2:7][C:1]2[CH:2]=[CH:3][CH:4]=[CH:5][CH:6]=2)=[CH:14][N:13]=1)=[O:17])=[O:22]. (4) The product is: [CH3:23][C:20]1[N:19]=[CH:18][C:17]([C:15]2[CH:16]=[C:4]3[N:3]=[C:2]([NH:25][NH2:26])[CH:7]=[C:6]([N:8]4[CH2:13][CH2:12][O:11][CH2:10][CH2:9]4)[N:5]3[N:14]=2)=[CH:22][CH:21]=1. Given the reactants Cl[C:2]1[CH:7]=[C:6]([N:8]2[CH2:13][CH2:12][O:11][CH2:10][CH2:9]2)[N:5]2[N:14]=[C:15]([C:17]3[CH:18]=[N:19][C:20]([CH3:23])=[CH:21][CH:22]=3)[CH:16]=[C:4]2[N:3]=1.O.[NH2:25][NH2:26], predict the reaction product. (5) Given the reactants [CH2:1]1[C:4]2([CH2:9][CH2:8][O:7][CH2:6][CH2:5]2)[CH2:3][N:2]1[C:10]1[CH:15]=[CH:14][C:13]([NH:16][C:17]2[N:22]=[C:21](Cl)[N:20]=[CH:19][N:18]=2)=[CH:12][CH:11]=1.[F:24][C@H:25]1[C@@H:30]([O:31][C:32]2[CH:39]=[CH:38][C:37](B3OC(C)(C)C(C)(C)O3)=[CH:36][C:33]=2[C:34]#[N:35])[CH2:29][CH2:28][N:27]([C:49](=[O:53])[C@@H:50]([OH:52])[CH3:51])[CH2:26]1.C(COC)OC.C(=O)([O-])[O-].[Na+].[Na+], predict the reaction product. The product is: [CH2:1]1[C:4]2([CH2:9][CH2:8][O:7][CH2:6][CH2:5]2)[CH2:3][N:2]1[C:10]1[CH:15]=[CH:14][C:13]([NH:16][C:17]2[N:18]=[CH:19][N:20]=[C:21]([C:37]3[CH:38]=[CH:39][C:32]([O:31][C@H:30]4[CH2:29][CH2:28][N:27]([C:49](=[O:53])[C@@H:50]([OH:52])[CH3:51])[CH2:26][C@H:25]4[F:24])=[C:33]([CH:36]=3)[C:34]#[N:35])[N:22]=2)=[CH:12][CH:11]=1.